From a dataset of Full USPTO retrosynthesis dataset with 1.9M reactions from patents (1976-2016). Predict the reactants needed to synthesize the given product. (1) Given the product [NH2:1][C:2]1[CH:3]=[C:4]([C:5]([O:7][CH3:8])=[O:6])[CH:9]=[C:10]([C:13]2[CH:18]=[CH:17][CH:16]=[CH:15][CH:14]=2)[CH:11]=1, predict the reactants needed to synthesize it. The reactants are: [NH2:1][C:2]1[CH:3]=[C:4]([CH:9]=[C:10](Br)[CH:11]=1)[C:5]([O:7][CH3:8])=[O:6].[C:13]1(B(O)O)[CH:18]=[CH:17][CH:16]=[CH:15][CH:14]=1.C(=O)([O-])[O-].[K+].[K+].Cl. (2) Given the product [F:1][C:2]([F:7])([F:6])[C:3]([OH:5])=[O:4].[Cl:15][C:16]1[CH:17]=[N:18][C:19]2[NH:20][C:21]3[CH:22]=[CH:23][CH:24]=[C:25]([CH:47]=3)[CH2:26][CH2:27][C:28]3[CH:36]=[C:32]([NH:33][C:34]=1[N:35]=2)[CH:31]=[CH:30][C:29]=3[NH:37][C:38](=[O:46])[CH2:39][CH:40]1[CH2:45][CH2:44][N:43]([C:49]([NH:48][CH2:51][CH3:52])=[O:50])[CH2:42][CH2:41]1, predict the reactants needed to synthesize it. The reactants are: [F:1][C:2]([F:7])([F:6])[C:3]([OH:5])=[O:4].FC(F)(F)C(O)=O.[Cl:15][C:16]1[CH:17]=[N:18][C:19]2[NH:20][C:21]3[CH:22]=[CH:23][CH:24]=[C:25]([CH:47]=3)[CH2:26][CH2:27][C:28]3[CH:36]=[C:32]([NH:33][C:34]=1[N:35]=2)[CH:31]=[CH:30][C:29]=3[NH:37][C:38](=[O:46])[CH2:39][CH:40]1[CH2:45][CH2:44][NH:43][CH2:42][CH2:41]1.[N:48]([CH2:51][CH3:52])=[C:49]=[O:50].